This data is from Forward reaction prediction with 1.9M reactions from USPTO patents (1976-2016). The task is: Predict the product of the given reaction. (1) Given the reactants C([O:8][C:9]1[CH:14]=[CH:13][N:12]([C:15]2[CH:16]=[N:17][C:18]([N:21]3[CH2:25][CH2:24][C@@H:23]([O:26][Si:27]([C:30]([CH3:33])([CH3:32])[CH3:31])([CH3:29])[CH3:28])[CH2:22]3)=[CH:19][CH:20]=2)[C:11](=[O:34])[CH:10]=1)C1C=CC=CC=1, predict the reaction product. The product is: [Si:27]([O:26][C@@H:23]1[CH2:24][CH2:25][N:21]([C:18]2[N:17]=[CH:16][C:15]([N:12]3[CH:13]=[CH:14][C:9]([OH:8])=[CH:10][C:11]3=[O:34])=[CH:20][CH:19]=2)[CH2:22]1)([C:30]([CH3:33])([CH3:31])[CH3:32])([CH3:28])[CH3:29]. (2) Given the reactants C([N:8]1[CH2:13][CH2:12][N:11]([C:14]2[CH:23]=[CH:22][C:21]3[C:16](=[C:17]([O:24][CH2:25][CH3:26])[CH:18]=[CH:19][CH:20]=3)[CH:15]=2)[CH2:10][CH2:9]1)C1C=CC=CC=1.[H][H], predict the reaction product. The product is: [CH2:25]([O:24][C:17]1[CH:18]=[CH:19][CH:20]=[C:21]2[C:16]=1[CH:15]=[C:14]([N:11]1[CH2:10][CH2:9][NH:8][CH2:13][CH2:12]1)[CH:23]=[CH:22]2)[CH3:26].